From a dataset of Forward reaction prediction with 1.9M reactions from USPTO patents (1976-2016). Predict the product of the given reaction. (1) Given the reactants [C:1]([C:3]1[CH:8]=[CH:7][C:6]([NH:9][CH2:10][C:11]([O:13][C:14]([CH3:17])([CH3:16])[CH3:15])=[O:12])=[C:5]([F:18])[CH:4]=1)#[N:2].[NH2:19][OH:20], predict the reaction product. The product is: [NH2:2][C:1](=[N:19][OH:20])[C:3]1[CH:8]=[CH:7][C:6]([NH:9][CH2:10][C:11]([O:13][C:14]([CH3:15])([CH3:17])[CH3:16])=[O:12])=[C:5]([F:18])[CH:4]=1. (2) Given the reactants [CH2:1]([N:8]1[CH2:13][CH2:12][NH:11][C@H:10]([CH3:14])[CH2:9]1)[C:2]1[CH:7]=[CH:6][CH:5]=[CH:4][CH:3]=1.C(N(CC)CC)C.[O:22](C(OC(C)(C)C)=O)[C:23]([O:25][C:26]([CH3:29])([CH3:28])[CH3:27])=O, predict the reaction product. The product is: [CH2:1]([N:8]1[CH2:13][CH2:12][N:11]([C:23]([O:25][C:26]([CH3:29])([CH3:28])[CH3:27])=[O:22])[C@H:10]([CH3:14])[CH2:9]1)[C:2]1[CH:3]=[CH:4][CH:5]=[CH:6][CH:7]=1. (3) Given the reactants [NH2:1][C:2]1[C:7]([Br:8])=[CH:6][N:5]=[C:4]([CH3:9])[C:3]=1/[CH:10]=[CH:11]/[C:12]([O:14]CC)=O.C[S-].[Na+], predict the reaction product. The product is: [Br:8][C:7]1[CH:6]=[N:5][C:4]([CH3:9])=[C:3]2[C:2]=1[NH:1][C:12](=[O:14])[CH:11]=[CH:10]2. (4) Given the reactants C1C=CC(C2C=CC=CC=2)=CC=1.C1C=CC(OC2C=CC=CC=2)=CC=1.C(O[C:29](=[O:46])[C:30](=[CH:36][NH:37][C:38]1[CH:39]=[N:40][C:41]([O:44][CH3:45])=[CH:42][CH:43]=1)[C:31]([O:33][CH2:34][CH3:35])=[O:32])C, predict the reaction product. The product is: [CH2:34]([O:33][C:31]([C:30]1[C:29](=[O:46])[C:39]2[C:38](=[CH:43][CH:42]=[C:41]([O:44][CH3:45])[N:40]=2)[NH:37][CH:36]=1)=[O:32])[CH3:35].